This data is from Catalyst prediction with 721,799 reactions and 888 catalyst types from USPTO. The task is: Predict which catalyst facilitates the given reaction. Product: [Cl:1][C:2]1[CH:7]=[C:6]([N:19]2[CH2:24][CH2:23][O:22][CH2:21][CH2:20]2)[N:5]2[N:9]=[C:10]([C:12]3[CH:17]=[CH:16][CH:15]=[C:14]([Cl:18])[CH:13]=3)[CH:11]=[C:4]2[N:3]=1. Reactant: [Cl:1][C:2]1[CH:7]=[C:6](Cl)[N:5]2[N:9]=[C:10]([C:12]3[CH:17]=[CH:16][CH:15]=[C:14]([Cl:18])[CH:13]=3)[CH:11]=[C:4]2[N:3]=1.[NH:19]1[CH2:24][CH2:23][O:22][CH2:21][CH2:20]1. The catalyst class is: 12.